Dataset: Catalyst prediction with 721,799 reactions and 888 catalyst types from USPTO. Task: Predict which catalyst facilitates the given reaction. (1) Reactant: F[C:2]1[CH:3]=[CH:4][C:5]([N+:12]([O-:14])=[O:13])=[C:6]([CH:11]=1)[C:7]([O:9][CH3:10])=[O:8].[Br:15][C:16]1[CH:21]=[CH:20][C:19]([OH:22])=[CH:18][C:17]=1[F:23].C([O-])([O-])=O.[K+].[K+].C1OCCOCCOCCOCCOCCOC1. Product: [Br:15][C:16]1[CH:21]=[CH:20][C:19]([O:22][C:2]2[CH:3]=[CH:4][C:5]([N+:12]([O-:14])=[O:13])=[C:6]([CH:11]=2)[C:7]([O:9][CH3:10])=[O:8])=[CH:18][C:17]=1[F:23]. The catalyst class is: 136. (2) Reactant: [C:1]([O:5][C:6]([NH:8][C@@H:9]([CH2:13][C:14]1[N:15]=[CH:16][S:17][CH:18]=1)[C:10]([OH:12])=[O:11])=[O:7])([CH3:4])([CH3:3])[CH3:2].[H-].[Na+].I[CH3:22].Cl. Product: [C:1]([O:5][C:6]([N:8]([CH3:22])[C@@H:9]([CH2:13][C:14]1[N:15]=[CH:16][S:17][CH:18]=1)[C:10]([OH:12])=[O:11])=[O:7])([CH3:4])([CH3:2])[CH3:3]. The catalyst class is: 7. (3) Reactant: [N+:1]([O-:4])(O)=[O:2].[Cl:5][C:6]1[CH:13]=[C:12]([F:14])[CH:11]=[CH:10][C:7]=1[C:8]#[N:9].C(=O)([O-])[O-].[Na+].[Na+]. Product: [Cl:5][C:6]1[CH:13]=[C:12]([F:14])[C:11]([N+:1]([O-:4])=[O:2])=[CH:10][C:7]=1[C:8]#[N:9]. The catalyst class is: 445. (4) Reactant: [H-].[Na+:2].[CH2:3]([O:5][C:6](=[O:12])[C:7]([O:9][CH2:10][CH3:11])=[O:8])[CH3:4].[CH3:13][C:14]1[CH:19]=[CH:18][C:17]([CH2:20][C:21](=[O:23])[CH3:22])=[CH:16][CH:15]=1.OC(C)=C(C1C=CC(C)=CC=1)C(=O)C(OCC)=O. Product: [CH2:3]([O-:5])[CH3:4].[Na+:2].[OH:23][C:21]([CH2:20][C:17]1[CH:16]=[CH:15][C:14]([CH3:13])=[CH:19][CH:18]=1)=[CH:22][C:6](=[O:12])[C:7]([O:9][CH2:10][CH3:11])=[O:8]. The catalyst class is: 8. (5) Reactant: [CH3:1]N([CH2:4][CH2:5]N(C)C)C.[Li]CCCC.[CH3:14][O:15][C:16]1[CH:31]=[CH:30][C:19]2[C:20]([C:24]3[CH:29]=[CH:28][CH:27]=[CH:26][CH:25]=3)=[C:21]([CH3:23])[O:22][C:18]=2[CH:17]=1.CI. Product: [CH3:14][O:15][C:16]1[CH:31]=[CH:30][C:19]2[C:20]([C:24]3[CH:29]=[CH:28][CH:27]=[CH:26][CH:25]=3)=[C:21]([CH3:23])[O:22][C:18]=2[C:4]=1[CH3:5].[CH3:14][O:15][C:16]1[CH:31]=[CH:30][C:19]2[C:20]([C:24]3[CH:29]=[CH:28][CH:27]=[CH:26][CH:25]=3)=[C:21]([CH2:23][CH3:1])[O:22][C:18]=2[CH:17]=1. The catalyst class is: 1. (6) Reactant: FC(F)(F)C(O)=O.[C:8]([S:16][C@@H:17]1[CH2:21][CH2:20][N:19]([CH2:22][C:23]([C:25]2[CH:30]=[CH:29][CH:28]=[CH:27][CH:26]=2)=O)[CH2:18]1)(=[O:15])[C:9]1[CH:14]=[CH:13][CH:12]=[CH:11][CH:10]=1.[CH3:31][O:32][NH2:33].C([O-])(=O)C.[K+]. Product: [C:8]([S:16][C@H:17]1[CH2:21][CH2:20][N:19]([CH2:22][C:23](=[N:33][O:32][CH3:31])[C:25]2[CH:30]=[CH:29][CH:28]=[CH:27][CH:26]=2)[CH2:18]1)(=[O:15])[C:9]1[CH:14]=[CH:13][CH:12]=[CH:11][CH:10]=1. The catalyst class is: 100. (7) Reactant: [Br:1][C:2]1[CH:3]=[CH:4][C:5](I)=[N:6][CH:7]=1.C([Mg]Cl)(C)C.[C:14]1([S:20]([N:23]2[C:27]3=[N:28][CH:29]=[CH:30][CH:31]=[C:26]3[CH:25]=[C:24]2[C:32](=[O:39])[CH2:33][CH:34]2[CH2:38][CH2:37][CH2:36][CH2:35]2)(=[O:22])=[O:21])[CH:19]=[CH:18][CH:17]=[CH:16][CH:15]=1. Product: [C:14]1([S:20]([N:23]2[C:27]3=[N:28][CH:29]=[CH:30][CH:31]=[C:26]3[CH:25]=[C:24]2[C:32]([C:5]2[CH:4]=[CH:3][C:2]([Br:1])=[CH:7][N:6]=2)([OH:39])[CH2:33][CH:34]2[CH2:35][CH2:36][CH2:37][CH2:38]2)(=[O:21])=[O:22])[CH:15]=[CH:16][CH:17]=[CH:18][CH:19]=1. The catalyst class is: 7. (8) Reactant: C(N(S(F)(F)[F:7])CC)C.[CH3:10][S:11]([C:14]1[CH:43]=[CH:42][C:17]([O:18][C:19]2[C:20]([N:34]3[CH2:38][CH2:37][CH2:36][CH:35]3[CH:39](O)[CH3:40])=[CH:21][C:22]3[NH:26][C:25]([C:27]4[CH:32]=[CH:31][CH:30]=[CH:29][N:28]=4)=[N:24][C:23]=3[CH:33]=2)=[CH:16][CH:15]=1)(=[O:13])=[O:12].C(=O)(O)[O-].[Na+]. Product: [F:7][CH:39]([CH:35]1[CH2:36][CH2:37][CH2:38][N:34]1[C:20]1[C:19]([O:18][C:17]2[CH:42]=[CH:43][C:14]([S:11]([CH3:10])(=[O:13])=[O:12])=[CH:15][CH:16]=2)=[CH:33][C:23]2[NH:24][C:25]([C:27]3[CH:32]=[CH:31][CH:30]=[CH:29][N:28]=3)=[N:26][C:22]=2[CH:21]=1)[CH3:40]. The catalyst class is: 22. (9) Reactant: Br[CH2:2][C:3]1[NH:8][C:7]([C:9]2[S:10][CH:11]=[CH:12][N:13]=2)=[N:6][CH:5]([C:14]2[CH:19]=[CH:18][C:17]([F:20])=[CH:16][C:15]=2[Cl:21])[C:4]=1[C:22]([O:24][CH2:25][CH3:26])=[O:23].C([O-])([O-])=O.[K+].[K+].[NH:33]1[CH2:38][CH2:37][S:36](=[O:40])(=[O:39])[CH2:35][C@H:34]1[C:41]([OH:43])=[O:42]. Product: [Cl:21][C:15]1[CH:16]=[C:17]([F:20])[CH:18]=[CH:19][C:14]=1[CH:5]1[N:6]=[C:7]([C:9]2[S:10][CH:11]=[CH:12][N:13]=2)[NH:8][C:3]([CH2:2][N:33]2[CH2:38][CH2:37][S:36](=[O:39])(=[O:40])[CH2:35][C@H:34]2[C:41]([OH:43])=[O:42])=[C:4]1[C:22]([O:24][CH2:25][CH3:26])=[O:23]. The catalyst class is: 8.